Dataset: Forward reaction prediction with 1.9M reactions from USPTO patents (1976-2016). Task: Predict the product of the given reaction. Given the reactants [NH2:1][C:2]1[C:7]([F:8])=[CH:6][C:5]([CH2:9][C:10]([OH:12])=[O:11])=[C:4]([F:13])[CH:3]=1.[CH:14](OCC)(OCC)OCC.[N-:24]=[N+:25]=[N-:26].[Na+], predict the reaction product. The product is: [F:13][C:4]1[CH:3]=[C:2]([N:1]2[CH:14]=[N:26][N:25]=[N:24]2)[C:7]([F:8])=[CH:6][C:5]=1[CH2:9][C:10]([OH:12])=[O:11].